This data is from Retrosynthesis with 50K atom-mapped reactions and 10 reaction types from USPTO. The task is: Predict the reactants needed to synthesize the given product. (1) Given the product O=S(=O)(c1ccc(C(CC2CCOCC2)c2ccc(-c3nnc(CN4CCOCC4)s3)[nH]2)cc1)C1CC1, predict the reactants needed to synthesize it. The reactants are: C1COCCN1.O=Cc1nnc(-c2ccc(C(CC3CCOCC3)c3ccc(S(=O)(=O)C4CC4)cc3)[nH]2)s1. (2) Given the product CN(Cc1cccc(C(F)(F)F)c1)C(=O)c1ncn(-c2cc(Cl)c(O)c(Cl)c2)n1, predict the reactants needed to synthesize it. The reactants are: CNCc1cccc(C(F)(F)F)c1.O=C(O)c1ncn(-c2cc(Cl)c(O)c(Cl)c2)n1. (3) Given the product COc1ccc(-c2ccnc3[nH]c(-c4ccc(C(=O)N5CCN(C)CC5)cc4)nc23)c(C)c1, predict the reactants needed to synthesize it. The reactants are: CN1CCN(C(=O)c2ccc(-c3nc4c(Cl)ccnc4[nH]3)cc2)CC1.COc1ccc(B(O)O)c(C)c1. (4) Given the product COc1ccc2nccc(-n3cc4c(n3)CCC(NCCOc3ccccc3)C4)c2n1, predict the reactants needed to synthesize it. The reactants are: BrCCOc1ccccc1.COc1ccc2nccc(-n3cc4c(n3)CCC(NC(=O)OC(C)(C)C)C4)c2n1. (5) Given the product COc1ncc2cc(C(=O)Nc3cc(C(=O)NC(CNC(=O)OC(C)(C)C)c4ccccc4)ccc3Cl)c(=O)[nH]c2n1, predict the reactants needed to synthesize it. The reactants are: CC(C)(C)OC(=O)NCC(N)c1ccccc1.COc1ncc2cc(C(=O)Nc3cc(C(=O)O)ccc3Cl)c(=O)[nH]c2n1.